From a dataset of Antibody developability classification from SAbDab with 2,409 antibodies. Regression/Classification. Given an antibody's heavy chain and light chain sequences, predict its developability. TAP uses regression for 5 developability metrics; SAbDab uses binary classification. (1) The antibody is ['QVQLKQSGPGLVAPSQSLSITCTVSGFSLTGYSVIWVRQSPGKGLEWLGMIWGDGRTEYKSALKSRLSITKDNSKSQVFLKMNSLQTDDTARYFCASDSMDPGSFAYWGQGTLVTVSS', 'DVVMTQTHKFMSTSVGDRVSITCKASQDVSGAVAWYQQKSGQSPKLLISMASQRYTGVPDRFTGSGSGTDFTFTISSVQAEDLAVYYCQQHYAIPLTFGAGTKLELK']. Result: 1 (developable). (2) The antibody is ['DVQLVESGGGVVRPGESLRLSCAASGFTFSSYDMNWVRQAPGEGLEWVSLISGSGEIIYYADSVKGRFTISRDNSKNTLYLQMNSLRAEDTAVYYCAKENNRYRFFDDWGQGTLVTVSS', 'ETVLTQSPGTLTLSPGERATLTCRASQSVYTYLAWYQEKPGQAPRLLIYGASSRATGIPDRFSGSGSGTEFTLTISSLQSEDFAVYYCQQYYDRPPLTFGGGTKVEIK']. Result: 0 (not developable). (3) The antibody is ['EVQLVQSGAEVKKPGESLRISCKGSGYTFIPYWIEWVRQMPGKGLEWMGDILPGSGFTTYSPSFQGHVTISADKSISTAYLQWSSLKASDTAMYYCARSGYYGNSGFAYWGQGTLVTVSS', 'DIVMTQTPLSLPVTPGEPASISCKSSQSLLSSGNQKNYLTWYLQKPGQSPQLLIYWASTRESGVPDRFSGSGSGTDFTLKISRVEAEDVGVYYCQNDYTYPLTFGQGTKLEIK']. Result: 0 (not developable).